Dataset: NCI-60 drug combinations with 297,098 pairs across 59 cell lines. Task: Regression. Given two drug SMILES strings and cell line genomic features, predict the synergy score measuring deviation from expected non-interaction effect. Drug 1: CC=C1C(=O)NC(C(=O)OC2CC(=O)NC(C(=O)NC(CSSCCC=C2)C(=O)N1)C(C)C)C(C)C. Drug 2: CCC1=C2CN3C(=CC4=C(C3=O)COC(=O)C4(CC)O)C2=NC5=C1C=C(C=C5)O. Cell line: SR. Synergy scores: CSS=73.8, Synergy_ZIP=0.840, Synergy_Bliss=0.460, Synergy_Loewe=-0.0196, Synergy_HSA=2.32.